From a dataset of Catalyst prediction with 721,799 reactions and 888 catalyst types from USPTO. Predict which catalyst facilitates the given reaction. The catalyst class is: 17. Reactant: C(O[C:4]([CH:6]1[C:11](=[O:12])[N:10]2[CH:13]=[CH:14][N:15]=[C:9]2[N:8]([CH2:16][CH2:17][CH:18]([CH3:20])[CH3:19])[C:7]1=[O:21])=O)C.[NH2:22][C:23]1[CH:28]=[CH:27][C:26]([NH:29][S:30]([CH3:33])(=[O:32])=[O:31])=[CH:25][C:24]=1[S:34]([NH2:37])(=[O:36])=[O:35].C1CCN2C(=NCCC2)CC1.CO. Product: [OH:12][C:11]1[N:10]2[CH:13]=[CH:14][N:15]=[C:9]2[N:8]([CH2:16][CH2:17][CH:18]([CH3:19])[CH3:20])[C:7](=[O:21])[C:6]=1[C:4]1[NH:22][C:23]2[CH:28]=[CH:27][C:26]([NH:29][S:30]([CH3:33])(=[O:31])=[O:32])=[CH:25][C:24]=2[S:34](=[O:36])(=[O:35])[N:37]=1.